This data is from Full USPTO retrosynthesis dataset with 1.9M reactions from patents (1976-2016). The task is: Predict the reactants needed to synthesize the given product. (1) Given the product [F:23][C:17]([F:24])([C:11]1[CH:12]=[CH:13][CH:14]=[C:9]([OH:8])[CH:10]=1)[C:18]([O:20][CH2:21][CH3:22])=[O:19], predict the reactants needed to synthesize it. The reactants are: C([Si]([O:8][C:9]1[CH:14]=[CH:13][CH:12]=[C:11](I)[CH:10]=1)(C)C)(C)(C)C.Br[C:17]([F:24])([F:23])[C:18]([O:20][CH2:21][CH3:22])=[O:19].O. (2) Given the product [CH2:17]([O:16][CH2:15][CH2:14][CH2:13][C:6]1[CH:7]=[CH:8][CH:9]=[C:10]([O:11][CH3:12])[C:5]=1[O:4][CH3:3])[C:18]1[CH:23]=[CH:22][CH:21]=[CH:20][CH:19]=1, predict the reactants needed to synthesize it. The reactants are: [H-].[Na+].[CH3:3][O:4][C:5]1[C:10]([O:11][CH3:12])=[CH:9][CH:8]=[CH:7][C:6]=1[CH2:13][CH2:14][CH2:15][OH:16].[CH2:17](Br)[C:18]1[CH:23]=[CH:22][CH:21]=[CH:20][CH:19]=1. (3) Given the product [C:19]([O:11][C:9]1[CH:8]=[CH:7][C:5]2[N:6]=[C:2]([CH3:1])[O:3][C:4]=2[CH:10]=1)(=[O:21])[CH3:20], predict the reactants needed to synthesize it. The reactants are: [CH3:1][C:2]1[O:3][C:4]2[CH:10]=[C:9]([OH:11])[CH:8]=[CH:7][C:5]=2[N:6]=1.C(N(CC)CC)C.[C:19](Cl)(=[O:21])[CH3:20]. (4) Given the product [CH3:27][C:24]([Si:21]([CH3:23])([CH3:22])[O:20][C@@H:8]1[C@@H:9]([CH2:10][Si:11]([CH3:19])([CH3:18])[C:12]2[CH:13]=[CH:14][CH:15]=[CH:16][CH:17]=2)[C:5]([CH2:3][OH:2])=[CH:6][CH2:7]1)([CH3:25])[CH3:26], predict the reactants needed to synthesize it. The reactants are: C[O:2][C:3]([C:5]1[C@H:9]([CH2:10][Si:11]([CH3:19])([CH3:18])[C:12]2[CH:17]=[CH:16][CH:15]=[CH:14][CH:13]=2)[C@@H:8]([O:20][Si:21]([C:24]([CH3:27])([CH3:26])[CH3:25])([CH3:23])[CH3:22])[CH2:7][CH:6]=1)=O.[H-].C([Al+]CC(C)C)C(C)C. (5) Given the product [CH2:1]([O:8][C@H:9]([C:25]([F:26])([F:28])[F:27])[C@@H:10]([NH:14][C:15]1[CH:20]=[CH:19][C:18]([C:21]#[N:22])=[C:17]([Cl:23])[C:16]=1[CH3:24])[C:11]([NH:38][NH:37][C:35](=[O:36])[C:34]1[CH:33]=[CH:32][C:31]([C:29]#[N:30])=[CH:40][CH:39]=1)=[O:12])[C:2]1[CH:7]=[CH:6][CH:5]=[CH:4][CH:3]=1, predict the reactants needed to synthesize it. The reactants are: [CH2:1]([O:8][C@H:9]([C:25]([F:28])([F:27])[F:26])[C@@H:10]([NH:14][C:15]1[CH:20]=[CH:19][C:18]([C:21]#[N:22])=[C:17]([Cl:23])[C:16]=1[CH3:24])[C:11](O)=[O:12])[C:2]1[CH:7]=[CH:6][CH:5]=[CH:4][CH:3]=1.[C:29]([C:31]1[CH:40]=[CH:39][C:34]([C:35]([NH:37][NH2:38])=[O:36])=[CH:33][CH:32]=1)#[N:30].C1C=CC2N(O)N=NC=2C=1.C(Cl)CCl.CCN(CC)CC. (6) The reactants are: Br[C:2]1[C:3]([O:10][CH3:11])=[C:4]([CH:7]=[CH:8][CH:9]=1)[C:5]#[N:6].[C:12]([C:14]1[CH:19]=[CH:18][C:17]([C:20]2([NH:24][C:25](=[O:31])[O:26][C:27]([CH3:30])([CH3:29])[CH3:28])[CH2:23][CH2:22][CH2:21]2)=[CH:16][CH:15]=1)#[CH:13]. Given the product [C:5]([C:4]1[C:3]([O:10][CH3:11])=[C:2]([C:13]#[C:12][C:14]2[CH:15]=[CH:16][C:17]([C:20]3([NH:24][C:25](=[O:31])[O:26][C:27]([CH3:29])([CH3:28])[CH3:30])[CH2:23][CH2:22][CH2:21]3)=[CH:18][CH:19]=2)[CH:9]=[CH:8][CH:7]=1)#[N:6], predict the reactants needed to synthesize it. (7) Given the product [CH:1]([C:4]1[N:5]=[C:6]([CH2:9][CH2:10][C:11]2[CH:36]=[CH:35][N:14]3[C:15](=[O:34])[C:16](/[CH:25]=[CH:26]/[C:27]([OH:29])=[O:28])=[C:17]([N:19]4[CH2:24][CH2:23][O:22][CH2:21][CH2:20]4)[N:18]=[C:13]3[CH:12]=2)[S:7][CH:8]=1)([CH3:3])[CH3:2], predict the reactants needed to synthesize it. The reactants are: [CH:1]([C:4]1[N:5]=[C:6]([CH2:9][CH2:10][C:11]2[CH:36]=[CH:35][N:14]3[C:15](=[O:34])[C:16](/[CH:25]=[CH:26]/[C:27]([O:29]C(C)(C)C)=[O:28])=[C:17]([N:19]4[CH2:24][CH2:23][O:22][CH2:21][CH2:20]4)[N:18]=[C:13]3[CH:12]=2)[S:7][CH:8]=1)([CH3:3])[CH3:2]. (8) Given the product [CH2:1]([C@H:8]1[CH2:12][O:11][C:10](=[O:13])[N:9]1[C:14]1[CH:15]=[CH:16][C:17]([C:18]([N:35]2[CH2:36][CH2:37][N:32]([C:26]3[CH:27]=[CH:28][C:29]([CH3:31])=[CH:30][C:25]=3[CH3:24])[CH2:33][CH2:34]2)=[O:19])=[CH:22][CH:23]=1)[C:2]1[CH:7]=[CH:6][CH:5]=[CH:4][CH:3]=1, predict the reactants needed to synthesize it. The reactants are: [CH2:1]([C@H:8]1[CH2:12][O:11][C:10](=[O:13])[N:9]1[C:14]1[CH:23]=[CH:22][C:17]([C:18](OC)=[O:19])=[CH:16][CH:15]=1)[C:2]1[CH:7]=[CH:6][CH:5]=[CH:4][CH:3]=1.[CH3:24][C:25]1[CH:30]=[C:29]([CH3:31])[CH:28]=[CH:27][C:26]=1[N:32]1[CH2:37][CH2:36][NH:35][CH2:34][CH2:33]1.